From a dataset of Retrosynthesis with 50K atom-mapped reactions and 10 reaction types from USPTO. Predict the reactants needed to synthesize the given product. (1) Given the product Cc1cc(-c2ccc(Cl)cc2)nc(-n2cnc(-c3cccnc3)c2)n1, predict the reactants needed to synthesize it. The reactants are: Cc1cc(-c2ccc(Cl)cc2)nc(-n2cnc(Br)c2)n1.OB(O)c1cccnc1. (2) Given the product O=C(Nc1ccc(Oc2ccc(F)cc2)cc1)[C@@H]1CN(C(=O)OCc2ccccc2)CCN1, predict the reactants needed to synthesize it. The reactants are: CC(C)(C)OC(=O)N1CCN(C(=O)OCc2ccccc2)C[C@H]1C(=O)Nc1ccc(Oc2ccc(F)cc2)cc1. (3) The reactants are: CCn1nc(CO)c2c1C(=O)CC(C)(C)C2. Given the product CCn1nc(C=O)c2c1C(=O)CC(C)(C)C2, predict the reactants needed to synthesize it. (4) The reactants are: Clc1cccc(C(c2ccccc2)N2CCNCC2)c1.O=S(=O)(CCCCCCBr)NC1CC1. Given the product O=S(=O)(CCCCCCN1CCN(C(c2ccccc2)c2cccc(Cl)c2)CC1)NC1CC1, predict the reactants needed to synthesize it. (5) The reactants are: COc1cc2ncnc(N3CCNCC3)c2cc1OC.O=C=Nc1ccccc1. Given the product COc1cc2ncnc(N3CCN(C(=O)Nc4ccccc4)CC3)c2cc1OC, predict the reactants needed to synthesize it. (6) Given the product CC(=O)CCCN(C)C, predict the reactants needed to synthesize it. The reactants are: CC(=O)CCCCl.CNC.